From a dataset of Forward reaction prediction with 1.9M reactions from USPTO patents (1976-2016). Predict the product of the given reaction. Given the reactants [C@@H:1]1([N:10]2[C:19]3[N:18]=[CH:17][N:16]=[C:14]([OH:15])[C:13]=3[N:12]=[CH:11]2)[O:9][C@H:6]([CH2:7][OH:8])[C@@H:4]([OH:5])[C@H:2]1[OH:3].C(=O)([O-])O.[Na+].O.CO[C:28](OC)([CH3:30])[CH3:29], predict the reaction product. The product is: [CH3:29][C:28]1([CH3:30])[O:3][C@@H:2]2[C@@H:4]([C@@H:6]([CH2:7][OH:8])[O:9][C@H:1]2[N:10]2[C:19]3[NH:18][CH:17]=[N:16][C:14](=[O:15])[C:13]=3[N:12]=[CH:11]2)[O:5]1.